Dataset: Catalyst prediction with 721,799 reactions and 888 catalyst types from USPTO. Task: Predict which catalyst facilitates the given reaction. (1) The catalyst class is: 218. Product: [C:7]([O:11][C:12]([N:14]1[CH2:19][CH2:18][C:17]2([N:20]=[C:21]([C:22]3[CH:27]=[CH:26][CH:25]=[C:24]([Cl:28])[C:23]=3[F:29])[NH:32][C:31]2=[O:33])[CH2:16][CH2:15]1)=[O:13])([CH3:10])([CH3:9])[CH3:8]. Reactant: CC(C)([O-])C.[K+].[C:7]([O:11][C:12]([N:14]1[CH2:19][CH2:18][C:17]([C:31](=[O:33])[NH2:32])([NH:20][C:21](=O)[C:22]2[CH:27]=[CH:26][CH:25]=[C:24]([Cl:28])[C:23]=2[F:29])[CH2:16][CH2:15]1)=[O:13])([CH3:10])([CH3:9])[CH3:8].Cl. (2) Reactant: [C:1]([N:8]1[CH2:13][CH2:12][NH:11][CH2:10][CH2:9]1)([O:3][C:4]([CH3:7])([CH3:6])[CH3:5])=[O:2].C(N(C(C)C)CC)(C)C.[F:23][C:24]([F:35])([F:34])[C:25]1[CH:33]=[CH:32][CH:31]=[CH:30][C:26]=1[C:27](Cl)=[O:28]. Product: [C:4]([O:3][C:1]([N:8]1[CH2:9][CH2:10][N:11]([C:27](=[O:28])[C:26]2[CH:30]=[CH:31][CH:32]=[CH:33][C:25]=2[C:24]([F:23])([F:34])[F:35])[CH2:12][CH2:13]1)=[O:2])([CH3:7])([CH3:6])[CH3:5]. The catalyst class is: 4. (3) Reactant: [NH2:1][C:2]1[N:10]=[C:9]2[C:5]([N:6]=[CH:7][N:8]2[C@@H:11]2[O:15][C@H:14]([CH2:16][OH:17])[C@@H:13]([OH:18])[C@:12]2([F:20])[CH3:19])=[C:4]([O:21][CH2:22][CH3:23])[N:3]=1.C([Mg]Cl)(C)(C)C.[Cl:30][C:31]1[CH:60]=[CH:59][C:34]([O:35][P:36]([NH:50][C@@H:51]([CH3:58])[C:52]([O:54][CH:55]([CH3:57])[CH3:56])=[O:53])(OC2C(F)=C(F)C(F)=C(F)C=2F)=[O:37])=[CH:33][CH:32]=1.O. Product: [NH2:1][C:2]1[N:10]=[C:9]2[C:5]([N:6]=[CH:7][N:8]2[C@@H:11]2[O:15][C@@H:14]([CH2:16][O:17][P:36]([NH:50][C@@H:51]([CH3:58])[C:52]([O:54][CH:55]([CH3:57])[CH3:56])=[O:53])([O:35][C:34]3[CH:33]=[CH:32][C:31]([Cl:30])=[CH:60][CH:59]=3)=[O:37])[C@@H:13]([OH:18])[C@:12]2([F:20])[CH3:19])=[C:4]([O:21][CH2:22][CH3:23])[N:3]=1. The catalyst class is: 1. (4) Reactant: [C:1]1([CH2:7][CH2:8][CH2:9][N:10]=[C:11]=[O:12])[CH:6]=[CH:5][CH:4]=[CH:3][CH:2]=1.[CH3:13][NH:14][C:15]1[CH:16]=[C:17]([C:21]2[CH:26]=[CH:25][C:24]([CH2:27][CH2:28][C:29]([O:31][CH2:32][CH3:33])=[O:30])=[CH:23][CH:22]=2)[CH:18]=[CH:19][CH:20]=1. Product: [CH3:13][N:14]([C:15]1[CH:16]=[C:17]([C:21]2[CH:26]=[CH:25][C:24]([CH2:27][CH2:28][C:29]([O:31][CH2:32][CH3:33])=[O:30])=[CH:23][CH:22]=2)[CH:18]=[CH:19][CH:20]=1)[C:11]([NH:10][CH2:9][CH2:8][CH2:7][C:1]1[CH:6]=[CH:5][CH:4]=[CH:3][CH:2]=1)=[O:12]. The catalyst class is: 236.